Dataset: Forward reaction prediction with 1.9M reactions from USPTO patents (1976-2016). Task: Predict the product of the given reaction. Given the reactants [CH2:1]([O:8][C:9]([N:11]1[CH2:16][CH2:15][N:14]([C:17]([O:19][C:20]([CH3:23])([CH3:22])[CH3:21])=[O:18])[CH2:13][CH:12]1[C:24](O)=[O:25])=[O:10])[C:2]1[CH:7]=[CH:6][CH:5]=[CH:4][CH:3]=1.[NH:27]1[CH2:32][CH2:31][O:30][CH2:29][CH2:28]1.C1C=CC2N(O)N=NC=2C=1.CCN=C=NCCCN(C)C.Cl, predict the reaction product. The product is: [N:27]1([C:24]([CH:12]2[CH2:13][N:14]([C:17]([O:19][C:20]([CH3:21])([CH3:22])[CH3:23])=[O:18])[CH2:15][CH2:16][N:11]2[C:9]([O:8][CH2:1][C:2]2[CH:7]=[CH:6][CH:5]=[CH:4][CH:3]=2)=[O:10])=[O:25])[CH2:32][CH2:31][O:30][CH2:29][CH2:28]1.